From a dataset of Forward reaction prediction with 1.9M reactions from USPTO patents (1976-2016). Predict the product of the given reaction. (1) Given the reactants [Cl:1][C:2]1[CH:3]=[N:4][C:5]([CH2:11][C:12]2[CH:17]=[CH:16][CH:15]=[C:14]([F:18])[CH:13]=2)=[C:6]([CH:10]=1)[C:7]([OH:9])=O.Cl.[NH2:20][C@H:21]([C:23]1[CH:32]=[CH:31][C:26]([C:27]([O:29][CH3:30])=[O:28])=[CH:25][CH:24]=1)[CH3:22], predict the reaction product. The product is: [Cl:1][C:2]1[CH:10]=[C:6]([C:7]([NH:20][C@H:21]([C:23]2[CH:32]=[CH:31][C:26]([C:27]([O:29][CH3:30])=[O:28])=[CH:25][CH:24]=2)[CH3:22])=[O:9])[C:5]([CH2:11][C:12]2[CH:17]=[CH:16][CH:15]=[C:14]([F:18])[CH:13]=2)=[N:4][CH:3]=1. (2) The product is: [CH2:39]([NH:40][C:20]([N:14]1[C@@H:15]2[CH2:19][N:18]([CH2:17][CH2:16]2)[C:12]2[CH:11]=[CH:10][C:9]([C:5]3[CH:6]=[CH:7][CH:8]=[C:3]([C:2]([F:1])([F:30])[F:31])[CH:4]=3)=[N:29][C:13]1=2)=[O:22])[CH2:38][C:32]1[CH:37]=[CH:36][CH:35]=[CH:34][CH:33]=1. Given the reactants [F:1][C:2]([F:31])([F:30])[C:3]1[CH:4]=[C:5]([C:9]2[CH:10]=[CH:11][C:12]3[N:18]4[CH2:19][C@H:15]([CH2:16][CH2:17]4)[N:14]([C:20]([O:22]C4C=CC=CC=4)=O)[C:13]=3[N:29]=2)[CH:6]=[CH:7][CH:8]=1.[C:32]1([CH2:38][CH2:39][NH2:40])[CH:37]=[CH:36][CH:35]=[CH:34][CH:33]=1, predict the reaction product. (3) Given the reactants [C:1]([NH:11][C@H:12]([CH2:16][OH:17])[CH:13]([CH3:15])[CH3:14])([O:3]CC1C=CC=CC=1)=[O:2].[H][H], predict the reaction product. The product is: [NH2:11][C@H:12]([CH2:16][OH:17])[CH:13]([CH3:15])[CH3:14].[C:1](=[O:3])=[O:2]. (4) Given the reactants Br[C:2]1[C:3]2[C:4]3[CH:17]=[CH:16][S:15][C:5]=3[C:6](=[O:14])[NH:7][C:8]=2[CH:9]=[CH:10][C:11]=1[O:12][CH3:13].CC1(C)C(C)(C)OB(/[CH:26]=[CH:27]/[CH2:28][N:29]2[CH2:34][CH2:33][CH2:32][CH:31]([NH:35][C:36](=[O:42])[O:37][C:38]([CH3:41])([CH3:40])[CH3:39])[CH2:30]2)O1, predict the reaction product. The product is: [CH3:13][O:12][C:11]1[CH:10]=[CH:9][C:8]2[NH:7][C:6](=[O:14])[C:5]3[S:15][CH:16]=[CH:17][C:4]=3[C:3]=2[C:2]=1/[CH:26]=[CH:27]/[CH2:28][N:29]1[CH2:34][CH2:33][CH2:32][CH:31]([NH:35][C:36](=[O:42])[O:37][C:38]([CH3:41])([CH3:40])[CH3:39])[CH2:30]1. (5) Given the reactants [Cl:1][C:2]1[C:3]([F:29])=[C:4]([NH:8][C:9]2[C:18]3[C:13](=[CH:14][C:15]([O:19][C@@H:20]4[CH2:24][N:23]([CH3:25])[C@H:22]([C:26](O)=[O:27])[CH2:21]4)=[CH:16][CH:17]=3)[N:12]=[CH:11][N:10]=2)[CH:5]=[CH:6][CH:7]=1.[CH:30]([N:33](C(C)C)[CH2:34]C)(C)C.F[P-](F)(F)(F)(F)F.N1(OC(N(C)C)=[N+](C)C)C2N=CC=CC=2N=N1.Cl.CNC, predict the reaction product. The product is: [Cl:1][C:2]1[C:3]([F:29])=[C:4]([NH:8][C:9]2[C:18]3[C:13](=[CH:14][C:15]([O:19][C@@H:20]4[CH2:24][N:23]([CH3:25])[C@H:22]([C:26]([N:33]([CH3:34])[CH3:30])=[O:27])[CH2:21]4)=[CH:16][CH:17]=3)[N:12]=[CH:11][N:10]=2)[CH:5]=[CH:6][CH:7]=1. (6) The product is: [I:24][CH2:2][CH2:3][CH2:4][CH2:5][O:6][C:7]([S:9][CH2:10][C@@H:11]([CH3:22])[C:12]([N:14]1[CH2:21][CH2:20][CH2:19][C@H:15]1[C:16]([OH:18])=[O:17])=[O:13])=[O:8]. Given the reactants Cl[CH2:2][CH2:3][CH2:4][CH2:5][O:6][C:7]([S:9][CH2:10][C@@H:11]([CH3:22])[C:12]([N:14]1[CH2:21][CH2:20][CH2:19][C@H:15]1[C:16]([OH:18])=[O:17])=[O:13])=[O:8].[Na+].[I-:24], predict the reaction product. (7) The product is: [I:1][C:2]1[CH:7]=[CH:6][C:5]([C:8]2([C:9]#[N:10])[CH2:17][CH2:16][N:14]([CH3:15])[CH2:13][CH2:12]2)=[CH:4][CH:3]=1. Given the reactants [I:1][C:2]1[CH:7]=[CH:6][C:5]([CH2:8][C:9]#[N:10])=[CH:4][CH:3]=1.Cl[CH2:12][CH2:13][N:14]([CH2:16][CH2:17]Cl)[CH3:15].Cl, predict the reaction product. (8) The product is: [NH2:23][C:21]1[CH:20]=[CH:19][C:13]2[O:14][C@@H:15]([CH2:17][OH:18])[CH2:16][N:11]([S:8]([C:5]3[CH:4]=[CH:3][C:2]([F:1])=[CH:7][CH:6]=3)(=[O:9])=[O:10])[C:12]=2[CH:22]=1. Given the reactants [F:1][C:2]1[CH:7]=[CH:6][C:5]([S:8]([N:11]2[CH2:16][C@H:15]([CH2:17][OH:18])[O:14][C:13]3[CH:19]=[CH:20][C:21]([N+:23]([O-])=O)=[CH:22][C:12]2=3)(=[O:10])=[O:9])=[CH:4][CH:3]=1.C([O-])=O.[NH4+], predict the reaction product. (9) Given the reactants [NH2:1][C:2]1[CH:3]=[C:4]2[C:9](=[CH:10][CH:11]=1)[CH:8]=[C:7]([C:12]([OH:14])=[O:13])[CH:6]=[CH:5]2.[CH2:15](Br)[C:16]1[CH:21]=[CH:20][CH:19]=[CH:18][CH:17]=1.C(=O)([O-])[O-].[K+].[K+].[I-].[Na+], predict the reaction product. The product is: [CH2:15]([NH:1][C:2]1[CH:3]=[C:4]2[C:9](=[CH:10][CH:11]=1)[CH:8]=[C:7]([C:12]([O:14][CH2:5][C:4]1[CH:9]=[CH:10][CH:11]=[CH:2][CH:3]=1)=[O:13])[CH:6]=[CH:5]2)[C:16]1[CH:21]=[CH:20][CH:19]=[CH:18][CH:17]=1.